Predict the reactants needed to synthesize the given product. From a dataset of Full USPTO retrosynthesis dataset with 1.9M reactions from patents (1976-2016). (1) Given the product [OH2:16].[OH2:16].[CH2:1]([N:3]1[C:9]2[N:10]=[CH:11][C:12]([CH2:14][CH2:15][O:16][C:17]3[C:26]4[C:21](=[CH:22][CH:23]=[CH:24][CH:25]=4)[N+:20]([O-:27])=[CH:19][CH:18]=3)=[CH:13][C:8]=2[C:7](=[O:28])[N:6]([CH3:29])[C:5]2[CH:30]=[CH:31][CH:32]=[N:33][C:4]1=2)[CH3:2], predict the reactants needed to synthesize it. The reactants are: [CH2:1]([N:3]1[C:9]2[N:10]=[CH:11][C:12]([CH2:14][CH2:15][O:16][C:17]3[C:26]4[C:21](=[CH:22][CH:23]=[CH:24][CH:25]=4)[N+:20]([O-:27])=[CH:19][CH:18]=3)=[CH:13][C:8]=2[C:7](=[O:28])[N:6]([CH3:29])[C:5]2[CH:30]=[CH:31][CH:32]=[N:33][C:4]1=2)[CH3:2].Cl. (2) Given the product [NH2:6][CH2:4][C:3]1[CH:7]=[C:8]([CH3:11])[CH:9]=[CH:10][C:2]=1[NH2:1], predict the reactants needed to synthesize it. The reactants are: [NH2:1][C:2]1[CH:10]=[CH:9][C:8]([CH3:11])=[CH:7][C:3]=1[C:4]([NH2:6])=O.[H-].[H-].[H-].[H-].[Li+].[Al+3].O.[OH-].[Na+]. (3) Given the product [CH3:1][C:2]1[CH:7]=[CH:6][C:5]([S:8]([O:11][C:12]2[CH:17]=[CH:16][C:15]([Br:18])=[C:14]([O:19][CH2:28][CH2:29][N:30]3[CH2:35][CH2:34][CH2:33][CH2:32][CH2:31]3)[CH:13]=2)(=[O:10])=[O:9])=[CH:4][CH:3]=1, predict the reactants needed to synthesize it. The reactants are: [CH3:1][C:2]1[CH:7]=[CH:6][C:5]([S:8]([O:11][C:12]2[CH:17]=[CH:16][C:15]([Br:18])=[C:14]([OH:19])[CH:13]=2)(=[O:10])=[O:9])=[CH:4][CH:3]=1.C(=O)([O-])[O-].[K+].[K+].Cl.Cl[CH2:28][CH2:29][N:30]1[CH2:35][CH2:34][CH2:33][CH2:32][CH2:31]1. (4) The reactants are: [NH2:1][C@H:2]([C:7]([O-:9])=[O:8])[CH2:3][C:4]([OH:6])=[O:5].[Na+:10].C1(=O)[NH:15]C(=O)CC1. Given the product [NH2:1][C@H:2]([C:7]([O-:9])=[O:8])[CH2:3][C:4]([OH:6])=[O:5].[Na+:10].[NH2:1][C@H:2]([C:7]([O-:9])=[O:8])[CH2:3][C:4]([OH:6])=[O:5].[NH4+:15], predict the reactants needed to synthesize it. (5) Given the product [CH2:1]([N:8]1[C:12]2=[C:13]([N:19]3[CH2:28][CH2:27][C:26]4[C:21](=[CH:22][CH:23]=[CH:24][CH:25]=4)[CH2:20]3)[N:14]=[C:15]([C:17]([NH2:18])=[O:31])[CH:16]=[C:11]2[C:10]([CH3:29])=[C:9]1[CH3:30])[C:2]1[CH:3]=[CH:4][CH:5]=[CH:6][CH:7]=1, predict the reactants needed to synthesize it. The reactants are: [CH2:1]([N:8]1[C:12]2=[C:13]([N:19]3[CH2:28][CH2:27][C:26]4[C:21](=[CH:22][CH:23]=[CH:24][CH:25]=4)[CH2:20]3)[N:14]=[C:15]([C:17]#[N:18])[CH:16]=[C:11]2[C:10]([CH3:29])=[C:9]1[CH3:30])[C:2]1[CH:7]=[CH:6][CH:5]=[CH:4][CH:3]=1.[OH-:31].[K+]. (6) Given the product [C:20]1([C:4]2[C:3]([N+:12]([O-:14])=[O:13])=[C:2]([Cl:1])[CH:7]=[CH:6][C:5]=2[S:8]([NH2:26])(=[O:10])=[O:9])[C:19]2[C:24](=[CH:15][CH:16]=[CH:17][CH:18]=2)[CH:23]=[CH:22][CH:21]=1, predict the reactants needed to synthesize it. The reactants are: [Cl:1][C:2]1[CH:7]=[CH:6][C:5]([S:8](Cl)(=[O:10])=[O:9])=[CH:4][C:3]=1[N+:12]([O-:14])=[O:13].[C:15]1(N)[C:24]2[C:19](=[CH:20][CH:21]=[CH:22][CH:23]=2)[CH:18]=[CH:17][CH:16]=1.[N:26]1C=CC=CC=1. (7) Given the product [CH3:21][O:18][CH:5]1[C:6]2([CH2:7][CH2:8][CH2:9]2)[O:10][C:11]2[C:3](=[C:2]([CH3:1])[C:14]([OH:15])=[C:13]([CH3:16])[C:12]=2[CH3:17])[CH2:4]1, predict the reactants needed to synthesize it. The reactants are: [CH3:1][C:2]1[C:14]([OH:15])=[C:13]([CH3:16])[C:12]([CH3:17])=[C:11]2[C:3]=1[CH2:4][CH:5]([OH:18])[C:6]1([O:10]2)[CH2:9][CH2:8][CH2:7]1.[H-].[Na+].[CH3:21]I. (8) Given the product [CH2:21]([O:23][C:24](=[O:31])[CH:25]([NH:26][C:2]1[C:11]2[CH2:10][CH2:9][CH2:8][CH2:7][C:6]=2[N:5]=[C:4]([NH2:12])[N:3]=1)[CH2:27][CH:28]([CH3:29])[CH3:30])[CH3:22], predict the reactants needed to synthesize it. The reactants are: Cl[C:2]1[C:11]2[CH2:10][CH2:9][CH2:8][CH2:7][C:6]=2[N:5]=[C:4]([NH2:12])[N:3]=1.C(N(CC)CC)C.Cl.[CH2:21]([O:23][C:24](=[O:31])[CH:25]([CH2:27][CH:28]([CH3:30])[CH3:29])[NH2:26])[CH3:22]. (9) Given the product [C:22]([O:21][C:19](=[O:20])[CH2:18][N:4]1[C:5]2=[N:6][CH:7]=[CH:8][CH:9]=[C:10]2[C:2]([I:1])=[N:3]1)([CH3:25])([CH3:24])[CH3:23], predict the reactants needed to synthesize it. The reactants are: [I:1][C:2]1[C:10]2[C:5](=[N:6][CH:7]=[CH:8][CH:9]=2)[NH:4][N:3]=1.C([O-])([O-])=O.[K+].[K+].Cl[CH2:18][C:19]([O:21][C:22]([CH3:25])([CH3:24])[CH3:23])=[O:20].O.